This data is from CYP2D6 inhibition data for predicting drug metabolism from PubChem BioAssay. The task is: Regression/Classification. Given a drug SMILES string, predict its absorption, distribution, metabolism, or excretion properties. Task type varies by dataset: regression for continuous measurements (e.g., permeability, clearance, half-life) or binary classification for categorical outcomes (e.g., BBB penetration, CYP inhibition). Dataset: cyp2d6_veith. The compound is CCCCNc1cc(C(=O)O)cc(S(N)(=O)=O)c1Oc1ccccc1. The result is 0 (non-inhibitor).